From a dataset of Reaction yield outcomes from USPTO patents with 853,638 reactions. Predict the reaction yield, written as a fraction of the theoretical maximum amount of product (1.0 means a 100% yield; for example, 0.34 means a 34% yield). (1) The reactants are [N:1]1[C:10]2[C:5](=C[CH:7]=[C:8]3[CH:14]=[CH:13][CH:12]=[CH:11][C:9]3=2)[CH:4]=[CH:3][CH:2]=1.[OH-].[K+].[O-:17][Mn](=O)(=O)=O.[K+]. The catalyst is O. The product is [N:1]1[CH:2]=[CH:3][CH:4]=[C:5]2[C:7](=[O:17])[C:8]3[C:9]([C:10]=12)=[CH:11][CH:12]=[CH:13][CH:14]=3. The yield is 0.420. (2) The reactants are [CH2:1]([O:8][C:9]1[CH:18]=[C:17]2[C:12]([C:13]([Cl:19])=[N:14][CH:15]=[N:16]2)=[CH:11][C:10]=1[O:20][CH3:21])[C:2]1[CH:7]=[CH:6][CH:5]=[CH:4][CH:3]=1.[Cl:22][C:23]1[CH:29]=[CH:28][C:26]([NH2:27])=[C:25]([F:30])[CH:24]=1. The catalyst is CC(O)C. The product is [ClH:19].[CH2:1]([O:8][C:9]1[CH:18]=[C:17]2[C:12]([C:13]([NH:27][C:26]3[CH:28]=[CH:29][C:23]([Cl:22])=[CH:24][C:25]=3[F:30])=[N:14][CH:15]=[N:16]2)=[CH:11][C:10]=1[O:20][CH3:21])[C:2]1[CH:7]=[CH:6][CH:5]=[CH:4][CH:3]=1. The yield is 0.640. (3) The reactants are [Cl:1][C:2]1[CH:3]=[C:4]([C:33]2[CH:38]=[CH:37][C:36]([C:39](O)=[O:40])=[CH:35][CH:34]=2)[CH:5]=[C:6]([Cl:32])[C:7]=1[CH2:8][C@@H:9]1[CH2:13][CH2:12][N:11]([C@H:14]2[CH2:19][CH2:18][C@@H:17]([O:20][Si:21]([CH:28]([CH3:30])[CH3:29])([CH:25]([CH3:27])[CH3:26])[CH:22]([CH3:24])[CH3:23])[CH2:16][CH2:15]2)[C:10]1=[O:31].[F:42][CH2:43][CH2:44][N:45]1[CH2:50][CH2:49][NH:48][CH2:47][CH2:46]1.C(N(C(C)C)CC)(C)C.Cl.CN(C)CCCN=C=NCC. The catalyst is ClCCl.C(=O)(O)[O-].[Na+]. The product is [Cl:32][C:6]1[CH:5]=[C:4]([C:33]2[CH:38]=[CH:37][C:36]([C:39]([N:48]3[CH2:49][CH2:50][N:45]([CH2:44][CH2:43][F:42])[CH2:46][CH2:47]3)=[O:40])=[CH:35][CH:34]=2)[CH:3]=[C:2]([Cl:1])[C:7]=1[CH2:8][C@@H:9]1[CH2:13][CH2:12][N:11]([C@H:14]2[CH2:19][CH2:18][C@@H:17]([O:20][Si:21]([CH:22]([CH3:24])[CH3:23])([CH:28]([CH3:29])[CH3:30])[CH:25]([CH3:26])[CH3:27])[CH2:16][CH2:15]2)[C:10]1=[O:31]. The yield is 0.670. (4) The reactants are [C:9](O[C:9]([O:11][C:12]([CH3:15])([CH3:14])[CH3:13])=[O:10])([O:11][C:12]([CH3:15])([CH3:14])[CH3:13])=[O:10].C[N:17]([CH3:21])[CH2:18][CH2:19][NH2:20].[CH2:22](Cl)Cl. No catalyst specified. The product is [CH3:21][N:17]([CH2:18][CH2:19][NH:20][CH3:22])[C:9](=[O:10])[O:11][C:12]([CH3:13])([CH3:14])[CH3:15]. The yield is 0.510. (5) The reactants are [O:1]([C:8]1[CH:13]=[CH:12][C:11]([NH:14][C:15]2[N:20]=[CH:19][N:18]=[C:17]([NH:21][CH:22]3[CH2:27][CH2:26][CH2:25][N:24](C(OC(C)(C)C)=O)[CH2:23]3)[CH:16]=2)=[CH:10][CH:9]=1)[C:2]1[CH:7]=[CH:6][CH:5]=[CH:4][CH:3]=1.C(O)(C(F)(F)F)=O. The catalyst is C(Cl)Cl. The product is [O:1]([C:8]1[CH:9]=[CH:10][C:11]([NH:14][C:15]2[CH:16]=[C:17]([NH:21][CH:22]3[CH2:27][CH2:26][CH2:25][NH:24][CH2:23]3)[N:18]=[CH:19][N:20]=2)=[CH:12][CH:13]=1)[C:2]1[CH:7]=[CH:6][CH:5]=[CH:4][CH:3]=1. The yield is 0.810. (6) The reactants are [NH2:1][C:2]1[C:7]([S:8](Cl)(=[O:10])=[O:9])=[CH:6][C:5]([Br:12])=[CH:4][N:3]=1.[N:13]1[CH:18]=CC=C[CH:14]=1.CNC.C1COCC1. The catalyst is O1CCOCC1. The product is [NH2:1][C:2]1[C:7]([S:8]([N:13]([CH3:18])[CH3:14])(=[O:10])=[O:9])=[CH:6][C:5]([Br:12])=[CH:4][N:3]=1. The yield is 0.550.